This data is from Reaction yield outcomes from USPTO patents with 853,638 reactions. The task is: Predict the reaction yield, written as a fraction of the theoretical maximum amount of product (1.0 means a 100% yield; for example, 0.34 means a 34% yield). (1) The reactants are [Br-].[O:2]1[CH2:6][CH2:5][O:4][CH:3]1[CH2:7][P+](C1C=CC=CC=1)(C1C=CC=CC=1)C1C=CC=CC=1.[CH3:27]C(C)([O-])C.[K+].[CH:33]1([NH:39][C:40]2[C:45](C=O)=[CH:44][N:43]=[C:42]3[N:48]([S:51]([C:54]4[CH:60]=[CH:59][C:57]([CH3:58])=[CH:56][CH:55]=4)(=[O:53])=[O:52])[CH:49]=[CH:50][C:41]=23)[CH2:38][CH2:37][CH2:36][CH2:35][CH2:34]1.O. The catalyst is C1COCC1. The product is [O:4]1[CH2:5][CH2:6][O:2][CH:3]1[CH:7]=[CH:27][C:45]1[CH:44]=[N:43][C:42]2[N:48]([S:51]([C:54]3[CH:60]=[CH:59][C:57]([CH3:58])=[CH:56][CH:55]=3)(=[O:52])=[O:53])[CH:49]=[CH:50][C:41]=2[C:40]=1[NH:39][CH:33]1[CH2:34][CH2:35][CH2:36][CH2:37][CH2:38]1. The yield is 0.670. (2) The reactants are [C@@H:1]1([N:10]2[CH:17]=[CH:16][C:14](=[O:15])[NH:13][C:11]2=[O:12])[O:9][C@H:6]([CH2:7][OH:8])[C@@H:4]([OH:5])[C@H:2]1[OH:3].OS(O)(=O)=O.CCN(CC)CC.[CH3:30][C:31]([CH3:33])=O. No catalyst specified. The product is [CH3:30][C:31]1([CH3:33])[O:3][C@@H:2]2[C@@H:4]([C@@H:6]([CH2:7][OH:8])[O:9][C@H:1]2[N:10]2[C:11](=[O:12])[NH:13][C:14](=[O:15])[CH:16]=[CH:17]2)[O:5]1. The yield is 1.00. (3) The yield is 0.870. The product is [F:8][C:6]1[CH:5]=[C:4]([C@@H:9]([C:14]2[CH:19]=[CH:18][C:17]([S:20]([CH3:23])(=[O:22])=[O:21])=[CH:16][CH:15]=2)[CH2:10][C:11]([N:26]([O:27][CH3:28])[CH3:25])=[O:13])[CH:3]=[C:2]([F:1])[CH:7]=1. The catalyst is ClCCl.O. The reactants are [F:1][C:2]1[CH:3]=[C:4]([C@@H:9]([C:14]2[CH:19]=[CH:18][C:17]([S:20]([CH3:23])(=[O:22])=[O:21])=[CH:16][CH:15]=2)[CH2:10][C:11]([OH:13])=O)[CH:5]=[C:6]([F:8])[CH:7]=1.Cl.[CH3:25][NH:26][O:27][CH3:28].CN(C(ON1N=NC2C=CC=NC1=2)=[N+](C)C)C.F[P-](F)(F)(F)(F)F.CCN(C(C)C)C(C)C. (4) The reactants are [N+:1]([O-:4])(O)=[O:2].[Br:5][C:6]1[C:10]2[C:11](=[O:15])[NH:12][CH:13]=[CH:14][C:9]=2[S:8][C:7]=1[CH3:16]. The catalyst is S(=O)(=O)(O)O.C1N(COCCO)C2NC(N)=NC(=O)C=2N=1. The product is [Br:5][C:6]1[C:10]2[C:11](=[O:15])[NH:12][CH:13]=[C:14]([N+:1]([O-:4])=[O:2])[C:9]=2[S:8][C:7]=1[CH3:16]. The yield is 0.640. (5) The reactants are [C:1]([C:5]1[CH:9]=[C:8]([CH2:10][NH2:11])[N:7]([C:12]2[CH:17]=[CH:16][CH:15]=[C:14]([Cl:18])[CH:13]=2)[N:6]=1)([CH3:4])([CH3:3])[CH3:2].[F:19][C:20]1[CH:21]=[C:22]([NH:31][C:32](=O)[O:33]C2C=CC=CC=2)[CH:23]=[CH:24][C:25]=1[N:26]1[CH2:29][CH:28]([OH:30])[CH2:27]1. The catalyst is C(#N)C. The product is [C:1]([C:5]1[CH:9]=[C:8]([CH2:10][NH:11][C:32]([NH:31][C:22]2[CH:23]=[CH:24][C:25]([N:26]3[CH2:27][CH:28]([OH:30])[CH2:29]3)=[C:20]([F:19])[CH:21]=2)=[O:33])[N:7]([C:12]2[CH:17]=[CH:16][CH:15]=[C:14]([Cl:18])[CH:13]=2)[N:6]=1)([CH3:4])([CH3:2])[CH3:3]. The yield is 0.970.